From a dataset of Reaction yield outcomes from USPTO patents with 853,638 reactions. Predict the reaction yield, written as a fraction of the theoretical maximum amount of product (1.0 means a 100% yield; for example, 0.34 means a 34% yield). The reactants are [N:1]1[CH:6]=[CH:5][CH:4]=[C:3]([OH:7])[CH:2]=1.[H-].[Na+].Cl[CH2:11][O:12][CH3:13]. The catalyst is CN(C=O)C. The product is [CH3:11][O:12][CH2:13][O:7][C:3]1[CH:2]=[N:1][CH:6]=[CH:5][CH:4]=1. The yield is 0.270.